Dataset: Full USPTO retrosynthesis dataset with 1.9M reactions from patents (1976-2016). Task: Predict the reactants needed to synthesize the given product. (1) Given the product [OH:8][N:9]1[C:15](=[O:16])[N:14]2[CH2:17][C@H:10]1[CH2:11][CH2:12][C@H:13]2[C:18]1[CH:22]=[C:21]([CH2:23][NH:24][C:25](=[O:31])[O:26][C:27]([CH3:29])([CH3:28])[CH3:30])[O:20][N:19]=1, predict the reactants needed to synthesize it. The reactants are: C([O:8][N:9]1[C:15](=[O:16])[N:14]2[CH2:17][C@H:10]1[CH2:11][CH2:12][C@H:13]2[C:18]1[CH:22]=[C:21]([CH2:23][NH:24][C:25](=[O:31])[O:26][C:27]([CH3:30])([CH3:29])[CH3:28])[O:20][N:19]=1)C1C=CC=CC=1. (2) Given the product [NH2:6][C:5]1[CH:13]=[CH:14][C:2]([F:1])=[CH:3][C:4]=1[S:9]([NH2:8])(=[O:11])=[O:10], predict the reactants needed to synthesize it. The reactants are: [F:1][C:2]1[CH:14]=[CH:13][C:5]2[NH:6]C(=O)[NH:8][S:9](=[O:11])(=[O:10])[C:4]=2[CH:3]=1.[OH-].[Na+]. (3) Given the product [ClH:45].[NH2:37][C@H:7]([CH:1]1[CH2:6][CH2:5][CH2:4][CH2:3][CH2:2]1)[C:8]([N:10]1[CH2:15][CH2:14][CH:13]([N:16]2[N:25]=[C:24]([C:26]3[CH:31]=[CH:30][C:29]([O:32][CH3:33])=[C:28]([O:34][CH3:35])[CH:27]=3)[C@@H:23]3[C@@H:18]([CH2:19][CH2:20][CH2:21][CH2:22]3)[C:17]2=[O:36])[CH2:12][CH2:11]1)=[O:9], predict the reactants needed to synthesize it. The reactants are: [CH:1]1([C@@H:7]([NH:37]C(=O)OC(C)(C)C)[C:8]([N:10]2[CH2:15][CH2:14][CH:13]([N:16]3[N:25]=[C:24]([C:26]4[CH:31]=[CH:30][C:29]([O:32][CH3:33])=[C:28]([O:34][CH3:35])[CH:27]=4)[C@@H:23]4[C@@H:18]([CH2:19][CH2:20][CH2:21][CH2:22]4)[C:17]3=[O:36])[CH2:12][CH2:11]2)=[O:9])[CH2:6][CH2:5][CH2:4][CH2:3][CH2:2]1.[ClH:45]. (4) Given the product [S:23]1[C:18]2[CH:19]=[CH:20][CH:21]=[CH:22][C:17]=2[CH2:16][S:15][CH:6]1[C:5]1[CH:8]=[C:9]([O:13][CH3:14])[C:10]([O:11][CH3:12])=[C:3]([OH:2])[CH:4]=1, predict the reactants needed to synthesize it. The reactants are: Cl.[OH:2][C:3]1[CH:4]=[C:5]([CH:8]=[C:9]([O:13][CH3:14])[C:10]=1[O:11][CH3:12])[CH:6]=O.[SH:15][CH2:16][C:17]1[CH:22]=[CH:21][CH:20]=[CH:19][C:18]=1[SH:23].C([O-])(O)=O.[Na+]. (5) Given the product [C:49]([O:48][CH2:47][CH2:46][CH2:45][CH2:44][CH2:43][CH2:42][CH2:41][CH2:40][CH2:39][CH2:38][CH2:37][C:36]([OH:68])=[O:35])([C:56]1[CH:57]=[CH:58][CH:59]=[CH:60][CH:61]=1)([C:62]1[CH:67]=[CH:66][CH:65]=[CH:64][CH:63]=1)[C:50]1[CH:51]=[CH:52][CH:53]=[CH:54][CH:55]=1, predict the reactants needed to synthesize it. The reactants are: C(OCCCCCCCCC(O)=O)(C1C=CC=CC=1)(C1C=CC=CC=1)C1C=CC=CC=1.[OH-].[Na+].C[O:35][C:36](=[O:68])[CH2:37][CH2:38][CH2:39][CH2:40][CH2:41][CH2:42][CH2:43][CH2:44][CH2:45][CH2:46][CH2:47][O:48][C:49]([C:62]1[CH:67]=[CH:66][CH:65]=[CH:64][CH:63]=1)([C:56]1[CH:61]=[CH:60][CH:59]=[CH:58][CH:57]=1)[C:50]1[CH:55]=[CH:54][CH:53]=[CH:52][CH:51]=1. (6) Given the product [OH:37][C:26]1[C:25](=[O:24])[N:14]([C:15]2[N:16]=[N:17][C:18]([CH3:21])=[CH:19][CH:20]=2)[CH:8]([C:7]2[CH:10]=[CH:11][C:4]([O:3][C:2]([F:13])([F:12])[F:1])=[CH:5][CH:6]=2)[C:27]=1[C:28]([C:30]1[CH:35]=[CH:34][C:33]([CH3:36])=[CH:32][N:31]=1)=[O:29], predict the reactants needed to synthesize it. The reactants are: [F:1][C:2]([F:13])([F:12])[O:3][C:4]1[CH:11]=[CH:10][C:7]([CH:8]=O)=[CH:6][CH:5]=1.[NH2:14][C:15]1[N:16]=[N:17][C:18]([CH3:21])=[CH:19][CH:20]=1.C([O:24][C:25](=O)[C:26]([OH:37])=[CH:27][C:28]([C:30]1[CH:35]=[CH:34][C:33]([CH3:36])=[CH:32][N:31]=1)=[O:29])C. (7) Given the product [CH3:35][N:36]([CH3:43])[CH2:37][CH2:38][CH2:39][C:40]([O:23][CH:12]([CH:11]([CH2:1][CH2:2][CH2:3]/[CH:4]=[CH:5]\[CH2:6][CH2:7][CH2:8][CH2:9][CH3:10])[CH2:24][CH2:25][CH2:26][CH:27]=[CH:28][CH2:29][CH2:30][CH2:31][CH2:32][CH3:33])[CH2:13][CH2:14][CH2:15][CH:16]=[CH:17][CH2:18][CH2:19][CH2:20][CH2:21][CH3:22])=[O:41], predict the reactants needed to synthesize it. The reactants are: [CH2:1]([CH:11]([CH2:24][CH2:25][CH2:26]/[CH:27]=[CH:28]\[CH2:29][CH2:30][CH2:31][CH2:32][CH3:33])[CH:12]([OH:23])[CH2:13][CH2:14][CH2:15]/[CH:16]=[CH:17]\[CH2:18][CH2:19][CH2:20][CH2:21][CH3:22])[CH2:2][CH2:3]/[CH:4]=[CH:5]\[CH2:6][CH2:7][CH2:8][CH2:9][CH3:10].Cl.[CH3:35][N:36]([CH3:43])[CH2:37][CH2:38][CH2:39][C:40](O)=[O:41].CCN=C=NCCCN(C)C.Cl.C(N(C(C)C)CC)(C)C.CN(C1C=CC=CN=1)C. (8) Given the product [OH:22][C:1]([C:4]1[N:9]=[C:8]([C:10]([F:13])([F:12])[F:11])[N:7]=[C:6]([C:14]([OH:16])=[O:15])[CH:5]=1)([CH3:3])[CH3:2], predict the reactants needed to synthesize it. The reactants are: [CH:1]([C:4]1[N:9]=[C:8]([C:10]([F:13])([F:12])[F:11])[N:7]=[C:6]([C:14]([O:16]CC)=[O:15])[CH:5]=1)([CH3:3])[CH3:2].CC(C)([O-:22])C.[K+].O=O.S([O-])([O-])=O.[Na+].[Na+].O.[OH-].[Li+].Cl.